Dataset: Peptide-MHC class I binding affinity with 185,985 pairs from IEDB/IMGT. Task: Regression. Given a peptide amino acid sequence and an MHC pseudo amino acid sequence, predict their binding affinity value. This is MHC class I binding data. (1) The peptide sequence is YCNYSKFWYL. The MHC is HLA-A02:03 with pseudo-sequence HLA-A02:03. The binding affinity (normalized) is 0.152. (2) The peptide sequence is PLFDFVNEK. The MHC is HLA-A03:01 with pseudo-sequence HLA-A03:01. The binding affinity (normalized) is 0.300. (3) The peptide sequence is TVAYFNMVY. The MHC is HLA-A24:02 with pseudo-sequence HLA-A24:02. The binding affinity (normalized) is 0.140. (4) The peptide sequence is GMFTNRSGFQ. The MHC is HLA-A33:01 with pseudo-sequence HLA-A33:01. The binding affinity (normalized) is 0.